From a dataset of Full USPTO retrosynthesis dataset with 1.9M reactions from patents (1976-2016). Predict the reactants needed to synthesize the given product. Given the product [OH:23][C:11]1[CH:10]=[N:9][C:8]([NH:7][C:1]2[CH:6]=[CH:5][CH:4]=[CH:3][CH:2]=2)=[N:13][CH:12]=1, predict the reactants needed to synthesize it. The reactants are: [C:1]1([NH:7][C:8]2[N:13]=[CH:12][C:11](B3OC(C)(C)C(C)(C)O3)=[CH:10][N:9]=2)[CH:6]=[CH:5][CH:4]=[CH:3][CH:2]=1.[OH:23]O.